This data is from Full USPTO retrosynthesis dataset with 1.9M reactions from patents (1976-2016). The task is: Predict the reactants needed to synthesize the given product. (1) Given the product [NH2:1][C:2]1[C:3]2[C:10]([C:11]3[CH:12]=[C:13]([NH:17][C:18](=[O:25])[C:19]4[CH:20]=[CH:21][CH:22]=[CH:23][CH:24]=4)[CH:14]=[CH:15][CH:16]=3)=[C:9]([Br:37])[N:8]([CH2:26][CH2:27][CH:28]=[CH2:29])[C:4]=2[N:5]=[CH:6][N:7]=1, predict the reactants needed to synthesize it. The reactants are: [NH2:1][C:2]1[C:3]2[C:10]([C:11]3[CH:12]=[C:13]([NH:17][C:18](=[O:25])[C:19]4[CH:24]=[CH:23][CH:22]=[CH:21][CH:20]=4)[CH:14]=[CH:15][CH:16]=3)=[CH:9][N:8]([CH2:26][CH2:27][CH:28]=[CH2:29])[C:4]=2[N:5]=[CH:6][N:7]=1.C1C(=O)N([Br:37])C(=O)C1.CCOC(C)=O. (2) Given the product [F:20][C:14]1[CH:15]=[CH:16][C:17]([F:19])=[CH:18][C:13]=1[CH2:12][C:11]([N:7]1[C:8]2[C:4](=[CH:3][C:2]([C:46]3[C:54]4[C:53]([NH2:55])=[N:52][CH:51]=[N:50][C:49]=4[S:48][CH:47]=3)=[CH:10][CH:9]=2)[CH2:5][CH2:6]1)=[O:21], predict the reactants needed to synthesize it. The reactants are: Br[C:2]1[CH:3]=[C:4]2[C:8](=[CH:9][CH:10]=1)[N:7]([C:11](=[O:21])[CH2:12][C:13]1[CH:18]=[C:17]([F:19])[CH:16]=[CH:15][C:14]=1[F:20])[CH2:6][CH2:5]2.B1(B2OC(C)(C)C(C)(C)O2)OC(C)(C)C(C)(C)O1.C([O-])(=O)C.[K+].Br[C:46]1[C:54]2[C:53]([NH2:55])=[N:52][CH:51]=[N:50][C:49]=2[S:48][CH:47]=1.C([O-])(O)=O.[Na+]. (3) Given the product [CH:1]1([C:4]([NH:6][C:7]2[S:8][C:9]3[CH:15]=[C:14]([O:16][S:17]([C:20]4[CH:25]=[CH:24][C:23]([NH:42][CH2:41][CH2:40][CH2:39][CH2:38][N:36]5[CH:37]=[C:33]([C:29]6[CH:28]=[N:27][CH:32]=[CH:31][CH:30]=6)[N:34]=[CH:35]5)=[CH:22][CH:21]=4)(=[O:19])=[O:18])[CH:13]=[CH:12][C:10]=3[N:11]=2)=[O:5])[CH2:3][CH2:2]1, predict the reactants needed to synthesize it. The reactants are: [CH:1]1([C:4]([NH:6][C:7]2[S:8][C:9]3[CH:15]=[C:14]([O:16][S:17]([C:20]4[CH:25]=[CH:24][C:23](F)=[CH:22][CH:21]=4)(=[O:19])=[O:18])[CH:13]=[CH:12][C:10]=3[N:11]=2)=[O:5])[CH2:3][CH2:2]1.[N:27]1[CH:32]=[CH:31][CH:30]=[C:29]([C:33]2[N:34]=[CH:35][N:36]([CH2:38][CH2:39][CH2:40][CH2:41][NH2:42])[CH:37]=2)[CH:28]=1.